From a dataset of NCI-60 drug combinations with 297,098 pairs across 59 cell lines. Regression. Given two drug SMILES strings and cell line genomic features, predict the synergy score measuring deviation from expected non-interaction effect. (1) Drug 1: C1CCN(CC1)CCOC2=CC=C(C=C2)C(=O)C3=C(SC4=C3C=CC(=C4)O)C5=CC=C(C=C5)O. Drug 2: CC1=C2C(C(=O)C3(C(CC4C(C3C(C(C2(C)C)(CC1OC(=O)C(C(C5=CC=CC=C5)NC(=O)OC(C)(C)C)O)O)OC(=O)C6=CC=CC=C6)(CO4)OC(=O)C)O)C)O. Cell line: TK-10. Synergy scores: CSS=22.2, Synergy_ZIP=0.890, Synergy_Bliss=6.15, Synergy_Loewe=-31.8, Synergy_HSA=2.47. (2) Drug 1: C1CC(C1)(C(=O)O)C(=O)O.[NH2-].[NH2-].[Pt+2]. Drug 2: CCCCCOC(=O)NC1=NC(=O)N(C=C1F)C2C(C(C(O2)C)O)O. Cell line: OVCAR3. Synergy scores: CSS=-0.926, Synergy_ZIP=0.847, Synergy_Bliss=3.42, Synergy_Loewe=-2.98, Synergy_HSA=-3.05. (3) Drug 1: C(=O)(N)NO. Drug 2: CC12CCC3C(C1CCC2O)C(CC4=C3C=CC(=C4)O)CCCCCCCCCS(=O)CCCC(C(F)(F)F)(F)F. Cell line: T-47D. Synergy scores: CSS=18.7, Synergy_ZIP=0.0483, Synergy_Bliss=0.971, Synergy_Loewe=3.02, Synergy_HSA=2.83.